From a dataset of Forward reaction prediction with 1.9M reactions from USPTO patents (1976-2016). Predict the product of the given reaction. (1) Given the reactants [Cl:1][C:2]1[CH:3]=[C:4]([C@@:8]([C@@H:24]2[CH2:29][CH2:28][CH2:27][N:26]([C:30]([O:32][C:33]([CH3:36])([CH3:35])[CH3:34])=[O:31])[CH2:25]2)([O:10][CH2:11][CH2:12][N:13]2C(=O)C3C(=CC=CC=3)C2=O)[CH3:9])[CH:5]=[CH:6][CH:7]=1.O.NN, predict the reaction product. The product is: [NH2:13][CH2:12][CH2:11][O:10][C@:8]([C@@H:24]1[CH2:29][CH2:28][CH2:27][N:26]([C:30]([O:32][C:33]([CH3:36])([CH3:35])[CH3:34])=[O:31])[CH2:25]1)([C:4]1[CH:5]=[CH:6][CH:7]=[C:2]([Cl:1])[CH:3]=1)[CH3:9]. (2) Given the reactants [F:1][C:2]1[CH:7]=[CH:6][C:5]([C:8](=[O:32])[CH:9]([NH:21][C:22](=[O:31])[CH2:23][CH2:24][CH2:25][C:26]2[S:27][CH:28]=[CH:29][CH:30]=2)[CH2:10][C:11]2[CH:16]=[CH:15][C:14]([C:17]([F:20])([F:19])[F:18])=[CH:13][CH:12]=2)=[CH:4][CH:3]=1.[BH4-].[Na+].Cl, predict the reaction product. The product is: [F:1][C:2]1[CH:7]=[CH:6][C:5]([CH:8]([OH:32])[CH:9]([NH:21][C:22](=[O:31])[CH2:23][CH2:24][CH2:25][C:26]2[S:27][CH:28]=[CH:29][CH:30]=2)[CH2:10][C:11]2[CH:12]=[CH:13][C:14]([C:17]([F:18])([F:20])[F:19])=[CH:15][CH:16]=2)=[CH:4][CH:3]=1. (3) Given the reactants CCN=C=NCCCN(C)C.[OH:12][C:13]1[CH:21]=[CH:20][C:16]([C:17]([OH:19])=O)=[CH:15][C:14]=1[CH2:22][N:23]1[CH2:28][CH2:27][O:26][CH2:25][CH2:24]1.[CH3:29][NH:30][O:31][CH3:32].CCN(C(C)C)C(C)C.C1C=CC2N(O)N=NC=2C=1, predict the reaction product. The product is: [OH:12][C:13]1[CH:21]=[CH:20][C:16]([C:17]([N:30]([O:31][CH3:32])[CH3:29])=[O:19])=[CH:15][C:14]=1[CH2:22][N:23]1[CH2:28][CH2:27][O:26][CH2:25][CH2:24]1. (4) Given the reactants CC([O-])(C)C.[K+].C1COCC1.C(OC(=O)[CH2:16][CH2:17][C:18]1[N:26]([CH2:27][C:28](OC(C)(C)C)=[O:29])[C:25]2[CH:24]=[C:23]([Cl:35])[N:22]=[CH:21][C:20]=2[CH:19]=1)C.Cl, predict the reaction product. The product is: [Cl:35][C:23]1[N:22]=[CH:21][C:20]2[CH:19]=[C:18]3[N:26]([C:25]=2[CH:24]=1)[CH2:27][C:28](=[O:29])[CH2:16][CH2:17]3. (5) Given the reactants [H-].[Na+].[CH2:3]([OH:10])[C:4]1[CH:9]=[CH:8][CH:7]=[CH:6][CH:5]=1.[Br:11][C:12]1[CH:17]=[C:16](F)[CH:15]=[C:14]([F:19])[CH:13]=1.O, predict the reaction product. The product is: [Br:11][C:12]1[CH:17]=[C:16]([O:10][CH2:3][C:4]2[CH:9]=[CH:8][CH:7]=[CH:6][CH:5]=2)[CH:15]=[C:14]([F:19])[CH:13]=1. (6) Given the reactants [OH:1][C:2]1([C:5]([OH:7])=O)[CH2:4][CH2:3]1.[CH:8]1([C:11]2[C:12]([O:21][CH2:22][CH:23]3[CH2:25][CH2:24]3)=[CH:13][C:14]([C:17](=[N:19]O)[NH2:18])=[N:15][CH:16]=2)[CH2:10][CH2:9]1, predict the reaction product. The product is: [CH:8]1([C:11]2[C:12]([O:21][CH2:22][CH:23]3[CH2:25][CH2:24]3)=[CH:13][C:14]([C:17]3[N:19]=[C:5]([C:2]4([OH:1])[CH2:4][CH2:3]4)[O:7][N:18]=3)=[N:15][CH:16]=2)[CH2:10][CH2:9]1.